Dataset: NCI-60 drug combinations with 297,098 pairs across 59 cell lines. Task: Regression. Given two drug SMILES strings and cell line genomic features, predict the synergy score measuring deviation from expected non-interaction effect. (1) Drug 1: CNC(=O)C1=CC=CC=C1SC2=CC3=C(C=C2)C(=NN3)C=CC4=CC=CC=N4. Drug 2: C1=CC(=C2C(=C1NCCNCCO)C(=O)C3=C(C=CC(=C3C2=O)O)O)NCCNCCO. Cell line: OVCAR-8. Synergy scores: CSS=52.4, Synergy_ZIP=12.4, Synergy_Bliss=10.7, Synergy_Loewe=-12.5, Synergy_HSA=9.84. (2) Drug 1: CCC1=CC2CC(C3=C(CN(C2)C1)C4=CC=CC=C4N3)(C5=C(C=C6C(=C5)C78CCN9C7C(C=CC9)(C(C(C8N6C)(C(=O)OC)O)OC(=O)C)CC)OC)C(=O)OC.C(C(C(=O)O)O)(C(=O)O)O. Drug 2: CC1C(C(=O)NC(C(=O)N2CCCC2C(=O)N(CC(=O)N(C(C(=O)O1)C(C)C)C)C)C(C)C)NC(=O)C3=C4C(=C(C=C3)C)OC5=C(C(=O)C(=C(C5=N4)C(=O)NC6C(OC(=O)C(N(C(=O)CN(C(=O)C7CCCN7C(=O)C(NC6=O)C(C)C)C)C)C(C)C)C)N)C. Cell line: OVCAR3. Synergy scores: CSS=62.8, Synergy_ZIP=-0.458, Synergy_Bliss=2.35, Synergy_Loewe=2.32, Synergy_HSA=2.49. (3) Drug 1: CC1=C2C(C(=O)C3(C(CC4C(C3C(C(C2(C)C)(CC1OC(=O)C(C(C5=CC=CC=C5)NC(=O)C6=CC=CC=C6)O)O)OC(=O)C7=CC=CC=C7)(CO4)OC(=O)C)O)C)OC(=O)C. Drug 2: CC(C)(C#N)C1=CC=C(C=C1)N2C3=C4C=C(C=CC4=NC=C3N(C2=O)C)C5=CC6=CC=CC=C6N=C5. Cell line: NCIH23. Synergy scores: CSS=64.6, Synergy_ZIP=-2.89, Synergy_Bliss=-4.72, Synergy_Loewe=-3.76, Synergy_HSA=0.518. (4) Cell line: IGROV1. Drug 1: C1=CC(=C2C(=C1NCCNCCO)C(=O)C3=C(C=CC(=C3C2=O)O)O)NCCNCCO. Synergy scores: CSS=47.8, Synergy_ZIP=3.96, Synergy_Bliss=3.65, Synergy_Loewe=-12.8, Synergy_HSA=4.41. Drug 2: CC(C1=C(C=CC(=C1Cl)F)Cl)OC2=C(N=CC(=C2)C3=CN(N=C3)C4CCNCC4)N. (5) Cell line: DU-145. Drug 1: CS(=O)(=O)C1=CC(=C(C=C1)C(=O)NC2=CC(=C(C=C2)Cl)C3=CC=CC=N3)Cl. Drug 2: CC1=C2C(C(=O)C3(C(CC4C(C3C(C(C2(C)C)(CC1OC(=O)C(C(C5=CC=CC=C5)NC(=O)OC(C)(C)C)O)O)OC(=O)C6=CC=CC=C6)(CO4)OC(=O)C)O)C)O. Synergy scores: CSS=66.6, Synergy_ZIP=17.4, Synergy_Bliss=18.2, Synergy_Loewe=-4.02, Synergy_HSA=17.1. (6) Drug 1: CC1C(C(CC(O1)OC2CC(OC(C2O)C)OC3=CC4=CC5=C(C(=O)C(C(C5)C(C(=O)C(C(C)O)O)OC)OC6CC(C(C(O6)C)O)OC7CC(C(C(O7)C)O)OC8CC(C(C(O8)C)O)(C)O)C(=C4C(=C3C)O)O)O)O. Drug 2: C1C(C(OC1N2C=NC3=C2NC=NCC3O)CO)O. Cell line: SN12C. Synergy scores: CSS=45.6, Synergy_ZIP=2.04, Synergy_Bliss=1.45, Synergy_Loewe=-18.6, Synergy_HSA=-0.252. (7) Drug 1: C1CCC(C1)C(CC#N)N2C=C(C=N2)C3=C4C=CNC4=NC=N3. Drug 2: B(C(CC(C)C)NC(=O)C(CC1=CC=CC=C1)NC(=O)C2=NC=CN=C2)(O)O. Cell line: OVCAR-5. Synergy scores: CSS=-2.77, Synergy_ZIP=1.97, Synergy_Bliss=-0.117, Synergy_Loewe=-4.20, Synergy_HSA=-4.45. (8) Drug 1: CC1C(C(CC(O1)OC2CC(CC3=C2C(=C4C(=C3O)C(=O)C5=C(C4=O)C(=CC=C5)OC)O)(C(=O)CO)O)N)O.Cl. Drug 2: CN(C(=O)NC(C=O)C(C(C(CO)O)O)O)N=O. Cell line: NCI/ADR-RES. Synergy scores: CSS=-6.96, Synergy_ZIP=5.52, Synergy_Bliss=4.56, Synergy_Loewe=-2.94, Synergy_HSA=-3.54. (9) Drug 1: CC1=CC=C(C=C1)C2=CC(=NN2C3=CC=C(C=C3)S(=O)(=O)N)C(F)(F)F. Drug 2: C1CN1C2=NC(=NC(=N2)N3CC3)N4CC4. Cell line: SR. Synergy scores: CSS=54.7, Synergy_ZIP=0.638, Synergy_Bliss=-0.499, Synergy_Loewe=-24.9, Synergy_HSA=-1.96.